From a dataset of Forward reaction prediction with 1.9M reactions from USPTO patents (1976-2016). Predict the product of the given reaction. (1) Given the reactants Br[C:2]1[CH:26]=[CH:25][C:24]2([C:38]3[CH:37]=[CH:36][CH:35]=[CH:34][C:33]=3[C:32]3[C:27]2=[CH:28][CH:29]=[CH:30][CH:31]=3)[C:23]2[C:3]=1[CH:4]=[C:5]1[CH:22]=[C:21]3[C:8]([C:9]4[C:14]([C:15]5[C:20]3=[CH:19][CH:18]=[CH:17][CH:16]=5)=[CH:13][CH:12]=[CH:11][CH:10]=4)=[CH:7][C:6]1=2.[B:39]1([B:39]2[O:43][C:42]([CH3:45])([CH3:44])[C:41]([CH3:47])([CH3:46])[O:40]2)[O:43][C:42]([CH3:45])([CH3:44])[C:41]([CH3:47])([CH3:46])[O:40]1.C([O-])(=O)C.[K+], predict the reaction product. The product is: [CH3:46][C:41]1([CH3:47])[C:42]([CH3:45])([CH3:44])[O:43][B:39]([C:2]2[CH:26]=[CH:25][C:24]3([C:38]4[CH:37]=[CH:36][CH:35]=[CH:34][C:33]=4[C:32]4[C:27]3=[CH:28][CH:29]=[CH:30][CH:31]=4)[C:23]3[C:3]=2[CH:4]=[C:5]2[CH:22]=[C:21]4[C:8]([C:9]5[C:14]([C:15]6[C:20]4=[CH:19][CH:18]=[CH:17][CH:16]=6)=[CH:13][CH:12]=[CH:11][CH:10]=5)=[CH:7][C:6]2=3)[O:40]1. (2) Given the reactants [Cl:1][C:2]1[CH:7]=[CH:6][C:5]([C:8]2[O:12][N:11]=[C:10]([CH:13]=O)[CH:9]=2)=[CH:4][CH:3]=1.[CH3:15][C:16]([S@:19]([NH2:21])=[O:20])([CH3:18])[CH3:17], predict the reaction product. The product is: [Cl:1][C:2]1[CH:7]=[CH:6][C:5]([C:8]2[O:12][N:11]=[C:10](/[CH:13]=[N:21]/[S@@:19]([C:16]([CH3:18])([CH3:17])[CH3:15])=[O:20])[CH:9]=2)=[CH:4][CH:3]=1. (3) Given the reactants [F:1][C:2]1[CH:10]=[C:9]([CH:11]([O:13][C:14]2[CH:19]=[CH:18][CH:17]=[CH:16][CH:15]=2)[CH3:12])[CH:8]=[CH:7][C:3]=1[C:4]([OH:6])=O.C(N(CC)CC)C.[NH2:27][CH2:28][C:29]1[C:30]([OH:37])=[N:31][C:32]([CH3:36])=[CH:33][C:34]=1[CH3:35], predict the reaction product. The product is: [F:1][C:2]1[CH:10]=[C:9]([CH:11]([O:13][C:14]2[CH:19]=[CH:18][CH:17]=[CH:16][CH:15]=2)[CH3:12])[CH:8]=[CH:7][C:3]=1[C:4]([NH:27][CH2:28][C:29]1[C:30]([OH:37])=[N:31][C:32]([CH3:36])=[CH:33][C:34]=1[CH3:35])=[O:6]. (4) Given the reactants [Br:1][C:2]1[CH:3]=[C:4]([CH3:11])[C:5]([C:8]([OH:10])=[O:9])=[N:6][CH:7]=1.C(OC(O[C:15]([CH3:18])([CH3:17])[CH3:16])=O)(O[C:15]([CH3:18])([CH3:17])[CH3:16])=O, predict the reaction product. The product is: [Br:1][C:2]1[CH:3]=[C:4]([CH3:11])[C:5]([C:8]([O:10][C:15]([CH3:18])([CH3:17])[CH3:16])=[O:9])=[N:6][CH:7]=1. (5) Given the reactants [CH2:1]([C:8]1[S:12][C:11]2[CH:13]=[CH:14][CH:15]=[CH:16][C:10]=2[C:9]=1[C:17]1[CH:22]=[CH:21][C:20]([C:23]2[CH:28]=[C:27]([Br:29])[C:26]([OH:30])=[C:25]([Br:31])[CH:24]=2)=[CH:19][CH:18]=1)[C:2]1[CH:7]=[CH:6][CH:5]=[CH:4][CH:3]=1.C[O:33][C:34](=[O:44])[C@H:35]([CH2:37][C:38]1[CH:43]=[CH:42][CH:41]=[CH:40][CH:39]=1)O, predict the reaction product. The product is: [CH2:1]([C:8]1[S:12][C:11]2[CH:13]=[CH:14][CH:15]=[CH:16][C:10]=2[C:9]=1[C:17]1[CH:18]=[CH:19][C:20]([C:23]2[CH:28]=[C:27]([Br:29])[C:26]([O:30][C@H:35]([CH2:37][C:38]3[CH:43]=[CH:42][CH:41]=[CH:40][CH:39]=3)[C:34]([OH:44])=[O:33])=[C:25]([Br:31])[CH:24]=2)=[CH:21][CH:22]=1)[C:2]1[CH:3]=[CH:4][CH:5]=[CH:6][CH:7]=1. (6) Given the reactants Cl[C:2]1[C:7]([C:8]([C:10]2[NH:11][C:12]([CH3:16])=[CH:13][C:14]=2[CH3:15])=O)=[CH:6][CH:5]=[CH:4][N:3]=1.O.[NH2:18][NH2:19], predict the reaction product. The product is: [CH3:15][C:14]1[CH:13]=[C:12]([CH3:16])[NH:11][C:10]=1[C:8]1[C:7]2[C:2](=[N:3][CH:4]=[CH:5][CH:6]=2)[NH:19][N:18]=1. (7) Given the reactants Br[CH2:2][CH2:3][CH2:4][CH2:5][N:6]([CH2:19][CH2:20][CH2:21][CH2:22][CH3:23])[S:7]([C:10]1[C:15]([CH3:16])=[CH:14][C:13]([CH3:17])=[CH:12][C:11]=1[CH3:18])(=[O:9])=[O:8].[C:24]1([CH3:73])[CH:29]=[C:28]([CH3:30])[CH:27]=[C:26]([CH3:31])[C:25]=1[S:32]([NH:35][CH2:36][CH:37]1[CH2:39][CH:38]1[CH2:40][N:41]([S:61]([C:64]1[C:69]([CH3:70])=[CH:68][C:67]([CH3:71])=[CH:66][C:65]=1[CH3:72])(=[O:63])=[O:62])[CH2:42][CH2:43][CH2:44][CH2:45][N:46]([S:49]([C:52]1[C:57]([CH3:58])=[CH:56][C:55]([CH3:59])=[CH:54][C:53]=1[CH3:60])(=[O:51])=[O:50])[CH2:47][CH3:48])(=[O:34])=[O:33].[H-].[Na+].[Na+].[I-], predict the reaction product. The product is: [CH2:47]([N:46]([S:49]([C:52]1[C:57]([CH3:58])=[CH:56][C:55]([CH3:59])=[CH:54][C:53]=1[CH3:60])(=[O:50])=[O:51])[CH2:45][CH2:44][CH2:43][CH2:42][N:41]([CH2:40][CH:38]1[CH2:39][CH:37]1[CH2:36][N:35]([S:32]([C:25]1[C:24]([CH3:73])=[CH:29][C:28]([CH3:30])=[CH:27][C:26]=1[CH3:31])(=[O:34])=[O:33])[CH2:2][CH2:3][CH2:4][CH2:5][N:6]([CH2:19][CH2:20][CH2:21][CH2:22][CH3:23])[S:7]([C:10]1[C:15]([CH3:16])=[CH:14][C:13]([CH3:17])=[CH:12][C:11]=1[CH3:18])(=[O:9])=[O:8])[S:61]([C:64]1[C:65]([CH3:72])=[CH:66][C:67]([CH3:71])=[CH:68][C:69]=1[CH3:70])(=[O:62])=[O:63])[CH3:48]. (8) Given the reactants [CH2:1]([O:3][C:4]([CH2:6][O:7][C:8](=[O:19])[C:9](=[C:11]1[CH2:16][CH2:15][CH2:14][C:13]([CH3:18])([CH3:17])[CH2:12]1)[CH3:10])=[O:5])[CH3:2], predict the reaction product. The product is: [CH2:1]([O:3][C:4]([CH2:6][O:7][C:8](=[O:19])[CH:9]([CH:11]1[CH2:16][CH2:15][CH2:14][C:13]([CH3:17])([CH3:18])[CH2:12]1)[CH3:10])=[O:5])[CH3:2]. (9) Given the reactants C(N(CC)C(C)C)(C)C.[Cl:10][C:11]1[CH:33]=[CH:32][C:14]([CH2:15][NH:16][C:17]([C:19]2[C:20](=[O:31])[C:21]3[CH:28]=[C:27]([CH2:29]Cl)[O:26][C:22]=3[N:23]([CH3:25])[CH:24]=2)=[O:18])=[CH:13][CH:12]=1.Cl.Cl.[CH3:36][NH:37][CH2:38][C@H:39]([C:41]1[CH:46]=[CH:45][CH:44]=[CH:43][N:42]=1)[OH:40], predict the reaction product. The product is: [Cl:10][C:11]1[CH:33]=[CH:32][C:14]([CH2:15][NH:16][C:17]([C:19]2[C:20](=[O:31])[C:21]3[CH:28]=[C:27]([CH2:29][N:37]([CH2:38][C@@H:39]([OH:40])[C:41]4[CH:46]=[CH:45][CH:44]=[CH:43][N:42]=4)[CH3:36])[O:26][C:22]=3[N:23]([CH3:25])[CH:24]=2)=[O:18])=[CH:13][CH:12]=1.